Dataset: Reaction yield outcomes from USPTO patents with 853,638 reactions. Task: Predict the reaction yield, written as a fraction of the theoretical maximum amount of product (1.0 means a 100% yield; for example, 0.34 means a 34% yield). The reactants are [Br:1][C:2]1[C:7]([NH:8][C:9](=[O:12])[CH2:10]Br)=[C:6]([Br:13])[CH:5]=[C:4]([CH3:14])[N:3]=1.[OH:15][CH2:16][CH2:17][N:18]1[CH2:23][CH2:22][NH:21][CH2:20][CH2:19]1.C(=O)([O-])[O-].[K+].[K+]. The catalyst is C(#N)C. The product is [Br:1][C:2]1[C:7]([NH:8][C:9](=[O:12])[CH2:10][N:21]2[CH2:22][CH2:23][N:18]([CH2:17][CH2:16][OH:15])[CH2:19][CH2:20]2)=[C:6]([Br:13])[CH:5]=[C:4]([CH3:14])[N:3]=1. The yield is 0.990.